Dataset: NCI-60 drug combinations with 297,098 pairs across 59 cell lines. Task: Regression. Given two drug SMILES strings and cell line genomic features, predict the synergy score measuring deviation from expected non-interaction effect. (1) Drug 1: CCN(CC)CCCC(C)NC1=C2C=C(C=CC2=NC3=C1C=CC(=C3)Cl)OC. Drug 2: CC(C)CN1C=NC2=C1C3=CC=CC=C3N=C2N. Cell line: OVCAR-4. Synergy scores: CSS=4.08, Synergy_ZIP=-3.08, Synergy_Bliss=-3.80, Synergy_Loewe=-6.15, Synergy_HSA=-5.47. (2) Drug 1: C1CC(=O)NC(=O)C1N2CC3=C(C2=O)C=CC=C3N. Drug 2: C1=CN(C(=O)N=C1N)C2C(C(C(O2)CO)O)O.Cl. Cell line: MALME-3M. Synergy scores: CSS=40.4, Synergy_ZIP=1.61, Synergy_Bliss=1.86, Synergy_Loewe=-54.6, Synergy_HSA=2.45. (3) Drug 1: C1=NNC2=C1C(=O)NC=N2. Drug 2: CC(C)NC(=O)C1=CC=C(C=C1)CNNC.Cl. Cell line: COLO 205. Synergy scores: CSS=-2.17, Synergy_ZIP=2.85, Synergy_Bliss=-3.63, Synergy_Loewe=-3.85, Synergy_HSA=-9.91. (4) Drug 1: C1CCN(CC1)CCOC2=CC=C(C=C2)C(=O)C3=C(SC4=C3C=CC(=C4)O)C5=CC=C(C=C5)O. Drug 2: C1CN1P(=S)(N2CC2)N3CC3. Cell line: HCT116. Synergy scores: CSS=10.3, Synergy_ZIP=-5.32, Synergy_Bliss=0.605, Synergy_Loewe=-1.59, Synergy_HSA=-1.32.